This data is from Catalyst prediction with 721,799 reactions and 888 catalyst types from USPTO. The task is: Predict which catalyst facilitates the given reaction. Reactant: [CH3:1][C@H:2]1[O:7][C@@H:6]([CH3:8])[C@@H:5]2[C:9]3([CH2:18][C:19]4[C:24]([N:4]2[CH2:3]1)=[CH:23][CH:22]=[C:21]([N+:25]([O-])=O)[CH:20]=4)[C:14](=[O:15])[NH:13][C:12](=[O:16])[NH:11][C:10]3=[O:17].[H][H]. Product: [NH2:25][C:21]1[CH:20]=[C:19]2[C:24](=[CH:23][CH:22]=1)[N:4]1[CH2:3][C@@H:2]([CH3:1])[O:7][C@@H:6]([CH3:8])[C@@H:5]1[C:9]1([C:10](=[O:17])[NH:11][C:12](=[O:16])[NH:13][C:14]1=[O:15])[CH2:18]2. The catalyst class is: 446.